From a dataset of Full USPTO retrosynthesis dataset with 1.9M reactions from patents (1976-2016). Predict the reactants needed to synthesize the given product. Given the product [F:11][C:8]1[CH:9]=[CH:10][C:2]([F:1])=[C:3]2[C:7]=1[C:6](=[O:12])[N:5]([CH2:13][CH:14]([C:19](=[O:20])[CH3:24])[C:15]([O:17][CH3:18])=[O:16])[C:4]2=[O:25], predict the reactants needed to synthesize it. The reactants are: [F:1][C:2]1[CH:10]=[CH:9][C:8]([F:11])=[C:7]2[C:3]=1[C:4](=[O:25])[N:5]([CH2:13][CH:14]([C:19]1([CH3:24])OCC[O:20]1)[C:15]([O:17][CH3:18])=[O:16])[C:6]2=[O:12].O.C1(C)C=CC(S(O)(=O)=O)=CC=1.